This data is from Clinical trial toxicity outcomes and FDA approval status for drugs. The task is: Regression/Classification. Given a drug SMILES string, predict its toxicity properties. Task type varies by dataset: regression for continuous values (e.g., LD50, hERG inhibition percentage) or binary classification for toxic/non-toxic outcomes (e.g., AMES mutagenicity, cardiotoxicity, hepatotoxicity). Dataset: clintox. (1) The compound is C[NH+](C)CCOC(c1ccc(Cl)cc1)c1ccccn1. The result is 0 (passed clinical trial). (2) The drug is CCCCCCOC(=O)CCC(=O)C[NH3+]. The result is 0 (passed clinical trial).